Dataset: Reaction yield outcomes from USPTO patents with 853,638 reactions. Task: Predict the reaction yield, written as a fraction of the theoretical maximum amount of product (1.0 means a 100% yield; for example, 0.34 means a 34% yield). (1) The reactants are [Br:1][C:2]1[CH:3]=[N:4][CH:5]=[C:6](Br)[CH:7]=1.[CH3:9][O-:10].[Na+]. The catalyst is CN(C=O)C. The product is [Br:1][C:2]1[CH:3]=[N:4][CH:5]=[C:6]([O:10][CH3:9])[CH:7]=1. The yield is 0.930. (2) The reactants are [Cl:1][C:2]1[CH:3]=[C:4]([CH:6]=[CH:7][C:8]=1[F:9])[NH2:5].[C:10](Cl)(=[O:13])[CH2:11][CH3:12].C(N(CC)CC)C. The catalyst is C(Cl)Cl. The product is [Cl:1][C:2]1[CH:3]=[C:4]([NH:5][C:10](=[O:13])[CH2:11][CH3:12])[CH:6]=[CH:7][C:8]=1[F:9]. The yield is 0.963. (3) The reactants are Cl[C:2]1[N:7]=[CH:6][C:5]([CH2:8][N:9]2[CH2:13][CH:12]([CH2:14][CH2:15][CH3:16])[CH2:11][C:10]2=[O:17])=[CH:4][CH:3]=1.[CH2:18]([NH2:25])[C:19]1[CH:24]=[CH:23][CH:22]=[CH:21][CH:20]=1.C(=O)([O-])[O-].[K+].[K+].C1C=CC(P(C2C(C3C(P(C4C=CC=CC=4)C4C=CC=CC=4)=CC=C4C=3C=CC=C4)=C3C(C=CC=C3)=CC=2)C2C=CC=CC=2)=CC=1. The catalyst is O1CCOCC1.C1C=CC(/C=C/C(/C=C/C2C=CC=CC=2)=O)=CC=1.C1C=CC(/C=C/C(/C=C/C2C=CC=CC=2)=O)=CC=1.C1C=CC(/C=C/C(/C=C/C2C=CC=CC=2)=O)=CC=1.[Pd].[Pd]. The product is [CH2:18]([NH:25][C:2]1[N:7]=[CH:6][C:5]([CH2:8][N:9]2[CH2:13][CH:12]([CH2:14][CH2:15][CH3:16])[CH2:11][C:10]2=[O:17])=[CH:4][CH:3]=1)[C:19]1[CH:24]=[CH:23][CH:22]=[CH:21][CH:20]=1. The yield is 0.110. (4) The product is [CH:19]([N:18]1[C:14]([C:12]2[N:13]=[C:6]3[C:5]4[CH:22]=[CH:23][C:2]([B:27]5[O:28][C:29]([CH3:31])([CH3:30])[C:25]([CH3:41])([CH3:24])[O:26]5)=[CH:3][C:4]=4[O:10][CH2:9][CH2:8][N:7]3[CH:11]=2)=[N:15][CH:16]=[N:17]1)([CH3:21])[CH3:20]. The reactants are Br[C:2]1[CH:23]=[CH:22][C:5]2[C:6]3[N:7]([CH:11]=[C:12]([C:14]4[N:18]([CH:19]([CH3:21])[CH3:20])[N:17]=[CH:16][N:15]=4)[N:13]=3)[CH2:8][CH2:9][O:10][C:4]=2[CH:3]=1.[CH3:24][C:25]1([CH3:41])[C:29]([CH3:31])([CH3:30])[O:28][B:27]([B:27]2[O:28][C:29]([CH3:31])([CH3:30])[C:25]([CH3:41])([CH3:24])[O:26]2)[O:26]1.CC([O-])=O.[K+]. The catalyst is CN(C=O)C. The yield is 0.490. (5) The reactants are [Br:1][C:2]1[CH:3]=[CH:4][C:5](I)=[C:6]([CH:20]=1)[CH2:7][N:8]([C:12]1[C:17]([CH:18]=[CH2:19])=[CH:16][CH:15]=[CH:14][N:13]=1)[C:9](=[O:11])[CH3:10].C(N(CC)CC)C. The catalyst is CN(C=O)C.C([O-])(O)=O.[Na+].[Pd](Cl)Cl. The product is [C:9]([N:8]1[C:12]2[N:13]=[CH:14][CH:15]=[CH:16][C:17]=2[CH:18]=[CH:19][C:5]2[CH:4]=[CH:3][C:2]([Br:1])=[CH:20][C:6]=2[CH2:7]1)(=[O:11])[CH3:10]. The yield is 0.770. (6) The reactants are Cl.[NH2:2][CH2:3][C:4]([CH3:7])([SH:6])[CH3:5].[N:8](OC(C)(C)C)=[O:9].[Cl:15]CCl.CCCCCC. The catalyst is CN(C)C=O. The product is [ClH:15].[CH3:5][C:4]([S:6][N:8]=[O:9])([CH3:7])[CH2:3][NH2:2]. The yield is 0.150. (7) The reactants are [CH3:1][N:2]([CH2:10][CH:11]=[O:12])[C:3](=[O:9])[O:4][C:5]([CH3:8])([CH3:7])[CH3:6].[C:13]([O:17][CH3:18])(=[O:16])[CH:14]=[CH2:15].N12CCN(CC1)CC2. No catalyst specified. The product is [C:5]([O:4][C:3]([N:2]([CH3:1])[CH2:10][CH:11]([OH:12])[C:14](=[CH2:15])[C:13]([O:17][CH3:18])=[O:16])=[O:9])([CH3:8])([CH3:6])[CH3:7]. The yield is 0.920.